The task is: Predict the reactants needed to synthesize the given product.. This data is from Full USPTO retrosynthesis dataset with 1.9M reactions from patents (1976-2016). (1) Given the product [CH3:19][C:6]1[CH:7]=[C:8]([O:12][C:13]2[CH:18]=[N:17][CH:16]=[CH:15][N:14]=2)[CH:9]=[C:10]([CH3:11])[C:5]=1[C:3]1[N:20]=[C:21]([NH2:23])[S:22][CH:2]=1, predict the reactants needed to synthesize it. The reactants are: Br[CH2:2][C:3]([C:5]1[C:10]([CH3:11])=[CH:9][C:8]([O:12][C:13]2[CH:18]=[N:17][CH:16]=[CH:15][N:14]=2)=[CH:7][C:6]=1[CH3:19])=O.[NH2:20][C:21]([NH2:23])=[S:22]. (2) The reactants are: [OH:1][C:2]1[CH:22]=[CH:21][C:5]([O:6][C:7]2[CH:20]=[CH:19][C:10]([O:11][CH2:12][C@@H:13]([NH:15][C:16](=[O:18])[CH3:17])[CH3:14])=[CH:9][CH:8]=2)=[CH:4][CH:3]=1.I[CH:24]([CH3:26])[CH3:25]. Given the product [CH:24]([O:1][C:2]1[CH:3]=[CH:4][C:5]([O:6][C:7]2[CH:20]=[CH:19][C:10]([O:11][CH2:12][C@@H:13]([NH:15][C:16](=[O:18])[CH3:17])[CH3:14])=[CH:9][CH:8]=2)=[CH:21][CH:22]=1)([CH3:26])[CH3:25], predict the reactants needed to synthesize it. (3) The reactants are: [Na].[C:2]([NH:5][CH:6]([C:12]#[N:13])[C:7]([O:9][CH2:10][CH3:11])=[O:8])(=[O:4])[CH3:3].Br[CH2:15][CH2:16][CH3:17]. Given the product [C:2]([NH:5][C:6]([C:12]#[N:13])([CH2:15][CH2:16][CH3:17])[C:7]([O:9][CH2:10][CH3:11])=[O:8])(=[O:4])[CH3:3], predict the reactants needed to synthesize it. (4) Given the product [CH3:6][C:7]1[C:12](=[O:13])[CH2:11][CH2:10][C:9]([CH3:14])([CH3:15])[C:8]=1/[CH:16]=[CH:17]/[C:18](/[CH3:28])=[CH:19]/[CH:20]=[CH:21]/[C:22](/[CH3:27])=[CH:23]/[C:24]([OH:26])=[O:25], predict the reactants needed to synthesize it. The reactants are: [Si](C)(C)(C)C.[CH3:6][C:7]1[CH:12]([OH:13])[CH2:11][CH2:10][C:9]([CH3:15])([CH3:14])[C:8]=1/[CH:16]=[CH:17]/[C:18](/[CH3:28])=[CH:19]/[CH:20]=[CH:21]/[C:22](/[CH3:27])=[CH:23]/[C:24]([OH:26])=[O:25].C1C(=O)NC(=O)N([C@@H]2O[C@H](COP(OP(O)(O)=O)(O)=O)[C@@H](O)[C@H]2O)C=1.